From a dataset of Catalyst prediction with 721,799 reactions and 888 catalyst types from USPTO. Predict which catalyst facilitates the given reaction. (1) Reactant: [Cl:1][C:2]1[CH:3]=[CH:4][C:5](F)=[C:6]([CH:9]=1)[C:7]#[N:8].C(=O)([O-])[O-].[K+].[K+].[CH2:17]([SH:19])[CH3:18].C(OCC)(=O)C. Product: [Cl:1][C:2]1[CH:3]=[CH:4][C:5]([S:19][CH2:17][CH3:18])=[C:6]([CH:9]=1)[C:7]#[N:8]. The catalyst class is: 3. (2) Reactant: CS(O[CH2:6][CH2:7][O:8][C:9]1[CH:14]=[CH:13][CH:12]=[C:11]([C:15]2[N:19]([C:20]3[CH:25]=[CH:24][CH:23]=[C:22]([Cl:26])[CH:21]=3)[N:18]=[C:17]([C:27]([N:29]3[CH2:33][C:32](=[O:34])[NH:31][CH2:30]3)=[O:28])[CH:16]=2)[CH:10]=1)(=O)=O.[CH3:35][N:36]1[CH2:41][CH2:40][NH:39][CH2:38][CH2:37]1.[CH:42]([OH:44])=[O:43].ClC1C=C(N2C(C3C=CC=C(OCCCN(C)C)C=3)=CC(C(N3CC(=O)NC3)=O)=N2)C=CC=1. Product: [CH:42]([OH:44])=[O:43].[CH:42]([OH:44])=[O:43].[Cl:26][C:22]1[CH:21]=[C:20]([N:19]2[C:15]([C:11]3[CH:12]=[CH:13][CH:14]=[C:9]([O:8][CH2:7][CH2:6][N:39]4[CH2:40][CH2:41][N:36]([CH3:35])[CH2:37][CH2:38]4)[CH:10]=3)=[CH:16][C:17]([C:27]([N:29]3[CH2:33][C:32](=[O:34])[NH:31][CH2:30]3)=[O:28])=[N:18]2)[CH:25]=[CH:24][CH:23]=1. The catalyst class is: 7. (3) Reactant: Cl[C:2]1[CH:3]=[CH:4][C:5]2[N:6]([CH:8]=[C:9]([C:11]([N:13]3[CH2:18][CH2:17][CH:16]([C:19]4[CH:24]=[CH:23][CH:22]=[CH:21][C:20]=4[C:25]([F:28])([F:27])[F:26])[CH2:15][CH2:14]3)=[O:12])[N:10]=2)[N:7]=1.[O:29]([CH3:31])[Na]. Product: [CH3:31][O:29][C:2]1[CH:3]=[CH:4][C:5]2[N:6]([CH:8]=[C:9]([C:11]([N:13]3[CH2:18][CH2:17][CH:16]([C:19]4[CH:24]=[CH:23][CH:22]=[CH:21][C:20]=4[C:25]([F:28])([F:27])[F:26])[CH2:15][CH2:14]3)=[O:12])[N:10]=2)[N:7]=1. The catalyst class is: 5. (4) Reactant: [NH:1]1[C:9]2[C:4](=[CH:5][CH:6]=[CH:7][C:8]=2[C:10]([OH:12])=O)[CH:3]=[CH:2]1.CN(C(ON1N=NC2C=CC=CC1=2)=[N+](C)C)C.[B-](F)(F)(F)F.C(N(CC)C(C)C)(C)C.[C:44]([C:48]1[CH:64]=[CH:63][C:51]([CH2:52][NH:53][CH2:54][CH2:55][C:56]2[CH:61]=[CH:60][CH:59]=[C:58]([Cl:62])[CH:57]=2)=[CH:50][CH:49]=1)([CH3:47])([CH3:46])[CH3:45]. Product: [C:44]([C:48]1[CH:64]=[CH:63][C:51]([CH2:52][N:53]([CH2:54][CH2:55][C:56]2[CH:61]=[CH:60][CH:59]=[C:58]([Cl:62])[CH:57]=2)[C:10]([C:8]2[CH:7]=[CH:6][CH:5]=[C:4]3[C:9]=2[NH:1][CH:2]=[CH:3]3)=[O:12])=[CH:50][CH:49]=1)([CH3:47])([CH3:45])[CH3:46]. The catalyst class is: 18. (5) Reactant: [Cl:1][C:2]1[C:7](=[O:8])[N:6]([C:9]2[CH:10]=[C:11]([CH:18]=[CH:19][C:20]=2[CH3:21])[C:12](N(OC)C)=[O:13])[C:5]([CH3:22])=[N:4][C:3]=1[O:23][CH2:24][C:25]1[CH:30]=[CH:29][CH:28]=[C:27]([CH3:31])[N:26]=1.[C:32]([Mg]Br)#[CH:33]. Product: [Cl:1][C:2]1[C:7](=[O:8])[N:6]([C:9]2[CH:10]=[C:11]([C:12](=[O:13])[C:32]#[CH:33])[CH:18]=[CH:19][C:20]=2[CH3:21])[C:5]([CH3:22])=[N:4][C:3]=1[O:23][CH2:24][C:25]1[CH:30]=[CH:29][CH:28]=[C:27]([CH3:31])[N:26]=1. The catalyst class is: 7. (6) Reactant: Br[C:2]1[CH:3]=[C:4]2[C:9](=[CH:10][CH:11]=1)[N:8]([CH:12]1[CH2:17][CH2:16][O:15][CH2:14][CH2:13]1)[C:7](=[O:18])[N:6]([CH2:19][C:20]1[CH:25]=[CH:24][C:23]([O:26][CH3:27])=[C:22]([O:28][CH3:29])[CH:21]=1)[C:5]2=[O:30].CCOC(C)=O.[CH3:37][N:38](C=O)C. Product: [CH3:29][O:28][C:22]1[CH:21]=[C:20]([CH:25]=[CH:24][C:23]=1[O:26][CH3:27])[CH2:19][N:6]1[C:5](=[O:30])[C:4]2[C:9](=[CH:10][CH:11]=[C:2]([C:37]#[N:38])[CH:3]=2)[N:8]([CH:12]2[CH2:13][CH2:14][O:15][CH2:16][CH2:17]2)[C:7]1=[O:18]. The catalyst class is: 267. (7) Reactant: [F:1][C:2]1[C:7]([C:8](=[O:11])[CH2:9][CH3:10])=[CH:6][CH:5]=[CH:4][N:3]=1.[BrH:12].BrBr. Product: [Br:12][CH:9]([CH3:10])[C:8]([C:7]1[C:2]([F:1])=[N:3][CH:4]=[CH:5][CH:6]=1)=[O:11]. The catalyst class is: 15. (8) Reactant: [ClH:1].Cl.[NH2:3][C:4]1[CH:23]=[CH:22][C:7]2[CH:8]=[C:9]([C:11]([NH:13][C@@H:14]3[CH:19]4[CH2:20][CH2:21][N:16]([CH2:17][CH2:18]4)[CH2:15]3)=[O:12])[S:10][C:6]=2[CH:5]=1.C(N(CC)CC)C.[F:31][C:32]1[CH:37]=[CH:36][CH:35]=[C:34]([F:38])[C:33]=1[N:39]=[C:40]=[O:41]. Product: [ClH:1].[N:16]12[CH2:21][CH2:20][CH:19]([CH2:18][CH2:17]1)[C@@H:14]([NH:13][C:11]([C:9]1[S:10][C:6]3[CH:5]=[C:4]([NH:3][C:40]([NH:39][C:33]4[C:34]([F:38])=[CH:35][CH:36]=[CH:37][C:32]=4[F:31])=[O:41])[CH:23]=[CH:22][C:7]=3[CH:8]=1)=[O:12])[CH2:15]2. The catalyst class is: 1.